Task: Predict the reaction yield, written as a fraction of the theoretical maximum amount of product (1.0 means a 100% yield; for example, 0.34 means a 34% yield).. Dataset: Reaction yield outcomes from USPTO patents with 853,638 reactions (1) The reactants are [NH2:1][C:2]1[S:6][N:5]=[C:4]([CH3:7])[C:3]=1[C:8]([NH:10][C:11]1[CH:12]=[N:13][C:14]([O:17][CH3:18])=[CH:15][CH:16]=1)=[O:9].Cl[C:20]1[CH:29]=[N:28][C:27]2[C:22](=[CH:23][C:24]([Cl:30])=[CH:25][CH:26]=2)[N:21]=1.C(=O)([O-])[O-].[Cs+].[Cs+].CC1(C)C2C(=C(P(C3C=CC=CC=3)C3C=CC=CC=3)C=CC=2)OC2C(P(C3C=CC=CC=3)C3C=CC=CC=3)=CC=CC1=2. The catalyst is O1CCOCC1.CN(C=O)C.C([O-])(=O)C.[Pd+2].C([O-])(=O)C. The product is [Cl:30][C:24]1[CH:23]=[C:22]2[C:27]([N:28]=[CH:29][C:20]([NH:1][C:2]3[S:6][N:5]=[C:4]([CH3:7])[C:3]=3[C:8]([NH:10][C:11]3[CH:12]=[N:13][C:14]([O:17][CH3:18])=[CH:15][CH:16]=3)=[O:9])=[N:21]2)=[CH:26][CH:25]=1. The yield is 0.350. (2) The reactants are O[CH2:2][CH:3]1[CH:7]2[O:8][C:9]([CH3:12])([CH3:11])[O:10][CH:6]2[CH:5]([N:13]2[CH:21]=[N:20][C:19]3[C:18](=[O:22])[NH:17][C:16]([NH:23][C:24](=[O:28])[CH:25]([CH3:27])[CH3:26])=[N:15][C:14]2=3)[O:4]1.[CH2:29]([O:31][P:32]([CH:37]=CC1C(OC(=O)C2C=CC=CC=2)C(OC)C(N2C=NC3C(=O)NC(NC(=O)C(C)C)=NC2=3)O1)([O:34][CH2:35][CH3:36])=[O:33])[CH3:30]. No catalyst specified. The product is [CH2:29]([O:31][P:32]([CH:37]=[CH:2][CH:3]1[CH:7]2[CH:6]([O:10][C:9]([CH3:11])([CH3:12])[O:8]2)[CH:5]([N:13]2[CH:21]=[N:20][C:19]3[C:18](=[O:22])[NH:17][C:16]([NH:23][C:24](=[O:28])[CH:25]([CH3:26])[CH3:27])=[N:15][C:14]2=3)[O:4]1)(=[O:33])[O:34][CH2:35][CH3:36])[CH3:30]. The yield is 0.640.